From a dataset of Reaction yield outcomes from USPTO patents with 853,638 reactions. Predict the reaction yield, written as a fraction of the theoretical maximum amount of product (1.0 means a 100% yield; for example, 0.34 means a 34% yield). (1) The reactants are [F:1][C:2]1[CH:7]=[C:6]([F:8])[CH:5]=[CH:4][C:3]=1/[CH:9]=[CH:10]/[C:11]1[CH:16]=[CH:15][C:14]([S:17]([C:20]2[CH:25]=[CH:24][CH:23]=[CH:22][CH:21]=2)(=[O:19])=[O:18])=[CH:13][CH:12]=1. The catalyst is C(OCC)(=O)C.[Pd]. The product is [F:1][C:2]1[CH:7]=[C:6]([F:8])[CH:5]=[CH:4][C:3]=1[CH2:9][CH2:10][C:11]1[CH:16]=[CH:15][C:14]([S:17]([C:20]2[CH:21]=[CH:22][CH:23]=[CH:24][CH:25]=2)(=[O:19])=[O:18])=[CH:13][CH:12]=1. The yield is 0.400. (2) The reactants are Br[C:2]1[CH:11]=[CH:10][C:9]2[C:4](=[CH:5][CH:6]=[C:7]([C:12]3[CH:17]=[CH:16][CH:15]=[CH:14][CH:13]=3)[CH:8]=2)[CH:3]=1.CCCCCC.C([Li])CCC.[B:29](OC(C)C)([O:34]C(C)C)[O:30]C(C)C.Cl. The catalyst is O.C1(C)C=CC=CC=1.C(OCC)C.C1COCC1. The product is [C:12]1([C:7]2[CH:8]=[C:9]3[C:4](=[CH:5][CH:6]=2)[CH:3]=[C:2]([B:29]([OH:34])[OH:30])[CH:11]=[CH:10]3)[CH:17]=[CH:16][CH:15]=[CH:14][CH:13]=1. The yield is 0.550. (3) The reactants are [CH2:1]1[C:9]2[C:4](=[CH:5][CH:6]=[CH:7][CH:8]=2)[CH2:3][NH:2]1.[NH2:10][C:11]([CH3:17])([CH3:16])[CH2:12][C:13](O)=[O:14].Cl.CN(C)CCCN=C=NCC.OC1C2N=NNC=2C=CC=1. The catalyst is CN(C)C=O. The product is [NH2:10][C:11]([CH3:17])([CH3:16])[CH2:12][C:13]([N:2]1[CH2:3][C:4]2[C:9](=[CH:8][CH:7]=[CH:6][CH:5]=2)[CH2:1]1)=[O:14]. The yield is 0.600. (4) The reactants are [C:1]([OH:7])(=[O:6])[CH2:2][CH2:3][CH:4]=[CH2:5].[CH:8]1[CH:9]=[CH:10][C:11]2N(O)N=N[C:12]=2[CH:13]=1.C(Cl)CCl.NC1C=[CH:27][CH:26]=[CH:25][C:24]=1[C@H:29]([OH:31])C.[CH3:32][CH2:33][N:34](C(C)C)C(C)C. The catalyst is CN(C=O)C.CN(C1C=CN=CC=1)C.CCOC(C)=O.[NH4+].[Cl-]. The product is [C:1]([O:7][C@H:32]([C:12]1[CH:11]=[CH:10][CH:9]=[CH:8][CH:13]=1)[CH2:33][NH:34][C:29](=[O:31])[CH2:24][CH2:25][CH:26]=[CH2:27])(=[O:6])[CH2:2][CH2:3][CH:4]=[CH2:5]. The yield is 0.150.